Predict the product of the given reaction. From a dataset of Forward reaction prediction with 1.9M reactions from USPTO patents (1976-2016). Given the reactants C(O[BH-](OC(=O)C)OC(=O)C)(=O)C.[Na+].[NH2:15][C:16]1[CH:25]=[C:24]2[C:19]([CH2:20][CH2:21][NH:22][C:23]2=[O:26])=[CH:18][CH:17]=1.Cl[C:28]1[CH:35]=[CH:34][C:31]([CH:32]=O)=[CH:30][CH:29]=1.C(O)(=O)C, predict the reaction product. The product is: [CH2:32]([NH:15][C:16]1[CH:25]=[C:24]2[C:19]([CH2:20][CH2:21][NH:22][C:23]2=[O:26])=[CH:18][CH:17]=1)[C:31]1[CH:34]=[CH:35][CH:28]=[CH:29][CH:30]=1.